Dataset: Catalyst prediction with 721,799 reactions and 888 catalyst types from USPTO. Task: Predict which catalyst facilitates the given reaction. (1) Reactant: Cl[C:2]1C(Cl)=C(O)C(C#N)=C(C#N)[C:3]=1O.[F:15][C:16]1[C:24]([N+:25]([O-:27])=[O:26])=[CH:23][CH:22]=[C:21]2[C:17]=1[CH2:18][CH2:19][NH:20]2. Product: [CH2:2]([N:20]1[C:21]2[C:17](=[C:16]([F:15])[C:24]([N+:25]([O-:27])=[O:26])=[CH:23][CH:22]=2)[CH:18]=[CH:19]1)[CH3:3]. The catalyst class is: 48. (2) Reactant: [N:1]1([C:10]([O:12][C:13]([CH3:16])([CH3:15])[CH3:14])=[O:11])[CH2:5][CH2:4][CH2:3][CH:2]1[C:6]([O:8][CH3:9])=[O:7].[Li+].C[Si]([N-][Si](C)(C)C)(C)C.[Br:27][C:28]1[CH:29]=[C:30]([CH:33]=[C:34]([Br:36])[CH:35]=1)[CH2:31]Br. Product: [Br:27][C:28]1[CH:29]=[C:30]([CH:33]=[C:34]([Br:36])[CH:35]=1)[CH2:31][C:2]1([C:6]([O:8][CH3:9])=[O:7])[CH2:3][CH2:4][CH2:5][N:1]1[C:10]([O:12][C:13]([CH3:16])([CH3:15])[CH3:14])=[O:11]. The catalyst class is: 1. (3) Reactant: [F:1][C:2]1[CH:3]=[C:4]([CH:33]=[CH:34][CH:35]=1)[CH2:5][N:6]1[C:14]2[C:9](=[CH:10][C:11]([NH:15][C:16]3[C:25]4[C:20](=[CH:21][CH:22]=[C:23]([C:26]5[O:30][C:29]([CH:31]=O)=[CH:28][CH:27]=5)[CH:24]=4)[N:19]=[CH:18][N:17]=3)=[CH:12][CH:13]=2)[CH:8]=[N:7]1.[CH3:36][P:37]([CH3:42])([CH2:39][CH2:40][NH2:41])=[O:38].C(O[BH-](OC(=O)C)OC(=O)C)(=O)C.[Na+]. Product: [CH3:36][P:37]([CH3:42])([CH2:39][CH2:40][NH:41][CH2:31][C:29]1[O:30][C:26]([C:23]2[CH:24]=[C:25]3[C:20](=[CH:21][CH:22]=2)[N:19]=[CH:18][N:17]=[C:16]3[NH:15][C:11]2[CH:10]=[C:9]3[C:14](=[CH:13][CH:12]=2)[N:6]([CH2:5][C:4]2[CH:33]=[CH:34][CH:35]=[C:2]([F:1])[CH:3]=2)[N:7]=[CH:8]3)=[CH:27][CH:28]=1)=[O:38]. The catalyst class is: 411. (4) Reactant: [Cl:1][C:2]1[CH:3]=[C:4]([CH3:17])[C:5]([NH:11][C:12]([O:14][CH2:15][CH3:16])=[O:13])=[C:6]([CH:10]=1)[C:7](O)=[O:8].P(Br)(Br)Br. Product: [Cl:1][C:2]1[CH:3]=[C:4]([CH3:17])[C:5]2[N:11]=[C:12]([O:14][CH2:15][CH3:16])[O:13][C:7](=[O:8])[C:6]=2[CH:10]=1. The catalyst class is: 11. (5) Reactant: I[C:2]1[CH:3]=[CH:4][C:5]2[N:6]([CH:8]=[C:9]([C:11]([NH:13][C:14]3[CH:19]=[CH:18][CH:17]=[CH:16][CH:15]=3)=[O:12])[N:10]=2)[CH:7]=1.O1CCOCC1.[NH:26]1[CH:30]=[CH:29][C:28](B(O)O)=[N:27]1.C(=O)([O-])[O-].[Cs+].[Cs+]. Product: [C:14]1([NH:13][C:11]([C:9]2[N:10]=[C:5]3[CH:4]=[CH:3][C:2]([C:30]4[CH:29]=[CH:28][NH:27][N:26]=4)=[CH:7][N:6]3[CH:8]=2)=[O:12])[CH:19]=[CH:18][CH:17]=[CH:16][CH:15]=1. The catalyst class is: 587. (6) Reactant: [C:1]([O:5][C:6]([NH:8][C:9]1[S:13][C:12]([C:14]2[C:19]([F:20])=[CH:18][CH:17]=[CH:16][C:15]=2[F:21])=[N:11][C:10]=1[C:22]([OH:24])=O)=[O:7])([CH3:4])([CH3:3])[CH3:2].[NH2:25][C:26]1[C:27]([N:35]2[CH2:40][CH2:39][CH2:38][C@H:37]([NH:41][C:42](=[O:48])[O:43][C:44]([CH3:47])([CH3:46])[CH3:45])[CH2:36]2)=[C:28]2[CH2:34][CH2:33][O:32][C:29]2=[N:30][CH:31]=1.CN(C(ON1N=NC2C=CC=NC1=2)=[N+](C)C)C.F[P-](F)(F)(F)(F)F.CCN(C(C)C)C(C)C. The catalyst class is: 329. Product: [C:1]([O:5][C:6]([NH:8][C:9]1[S:13][C:12]([C:14]2[C:15]([F:21])=[CH:16][CH:17]=[CH:18][C:19]=2[F:20])=[N:11][C:10]=1[C:22]([NH:25][C:26]1[C:27]([N:35]2[CH2:40][CH2:39][CH2:38][C@H:37]([NH:41][C:42](=[O:48])[O:43][C:44]([CH3:46])([CH3:45])[CH3:47])[CH2:36]2)=[C:28]2[CH2:34][CH2:33][O:32][C:29]2=[N:30][CH:31]=1)=[O:24])=[O:7])([CH3:4])([CH3:2])[CH3:3]. (7) Reactant: [F:1][C:2]1[CH:7]=[CH:6][C:5]([N:8]2[C:16]3[C:11](=[CH:12][C:13]([O:17][C@H:18]([C:22]4[CH:27]=[CH:26][CH:25]=[C:24]([O:28][CH3:29])[CH:23]=4)[C@@H:19]([NH2:21])[CH3:20])=[CH:14][CH:15]=3)[CH:10]=[N:9]2)=[CH:4][CH:3]=1.[F:30][C:31]([F:42])([F:41])[C:32]1[CH:40]=[CH:39][C:35]([C:36](O)=[O:37])=[CH:34][CH:33]=1.CN(C(ON1N=NC2C=CC=CC1=2)=[N+](C)C)C.F[P-](F)(F)(F)(F)F.C(N(CC)C(C)C)(C)C. Product: [F:1][C:2]1[CH:3]=[CH:4][C:5]([N:8]2[C:16]3[C:11](=[CH:12][C:13]([O:17][C@H:18]([C:22]4[CH:27]=[CH:26][CH:25]=[C:24]([O:28][CH3:29])[CH:23]=4)[C@@H:19]([NH:21][C:36](=[O:37])[C:35]4[CH:39]=[CH:40][C:32]([C:31]([F:30])([F:41])[F:42])=[CH:33][CH:34]=4)[CH3:20])=[CH:14][CH:15]=3)[CH:10]=[N:9]2)=[CH:6][CH:7]=1. The catalyst class is: 618. (8) Reactant: [Br:1][C:2]1[CH:17]=[CH:16][C:15]([F:18])=[CH:14][C:3]=1[O:4][C:5]1[CH:13]=[CH:12][C:8]([CH:9]=[N:10][OH:11])=[CH:7][CH:6]=1.[Cl:19]N1C(=O)CCC1=O. Product: [Br:1][C:2]1[CH:17]=[CH:16][C:15]([F:18])=[CH:14][C:3]=1[O:4][C:5]1[CH:6]=[CH:7][C:8]([C:9]([Cl:19])=[N:10][OH:11])=[CH:12][CH:13]=1. The catalyst class is: 3. (9) Reactant: [Cl:1][C:2]1[CH:3]=[C:4]([C:33]2[CH:38]=[CH:37][C:36]([S:39]([CH3:42])(=[O:41])=[O:40])=[CH:35][CH:34]=2)[CH:5]=[C:6]([Cl:32])[C:7]=1[CH2:8][C@@H:9]1[CH2:13][CH2:12][N:11]([N:14]2[CH2:19][CH2:18][CH:17]([O:20][Si](C(C)C)(C(C)C)C(C)C)[CH2:16][CH2:15]2)[C:10]1=[O:31].O.C(O)(C(F)(F)F)=O. Product: [Cl:1][C:2]1[CH:3]=[C:4]([C:33]2[CH:38]=[CH:37][C:36]([S:39]([CH3:42])(=[O:40])=[O:41])=[CH:35][CH:34]=2)[CH:5]=[C:6]([Cl:32])[C:7]=1[CH2:8][C@@H:9]1[CH2:13][CH2:12][N:11]([N:14]2[CH2:19][CH2:18][CH:17]([OH:20])[CH2:16][CH2:15]2)[C:10]1=[O:31]. The catalyst class is: 56. (10) The catalyst class is: 3. Product: [Cl:1][C:2]1[CH:3]=[C:4]([N:9]([CH2:20][C:21]2[CH:29]=[CH:28][C:24]([C:25]([NH:36][C:35]3[NH:34][N:33]=[N:32][N:31]=3)=[O:27])=[CH:23][CH:22]=2)[C:10]2[N:14]([CH3:15])[C:13]3[CH:16]=[CH:17][CH:18]=[CH:19][C:12]=3[N:11]=2)[CH:5]=[C:6]([Cl:8])[CH:7]=1. Reactant: [Cl:1][C:2]1[CH:3]=[C:4]([N:9]([CH2:20][C:21]2[CH:29]=[CH:28][C:24]([C:25]([OH:27])=O)=[CH:23][CH:22]=2)[C:10]2[N:14]([CH3:15])[C:13]3[CH:16]=[CH:17][CH:18]=[CH:19][C:12]=3[N:11]=2)[CH:5]=[C:6]([Cl:8])[CH:7]=1.O.[NH:31]1[C:35]([NH2:36])=[N:34][N:33]=[N:32]1.C1C=CC2N(O)N=NC=2C=1.C(Cl)CCl.CCN(C(C)C)C(C)C.